This data is from Catalyst prediction with 721,799 reactions and 888 catalyst types from USPTO. The task is: Predict which catalyst facilitates the given reaction. (1) Reactant: C(OC([N:8]1[CH2:12][CH2:11][C@@H:10]2[CH2:13][N:14]([CH3:16])[CH2:15][C@H:9]12)=O)(C)(C)C.Cl. Product: [CH3:16][N:14]1[CH2:13][C@@H:10]2[C@@H:9]([NH:8][CH2:12][CH2:11]2)[CH2:15]1. The catalyst class is: 5. (2) Reactant: [F:1][C:2]1[CH:3]=[C:4]([CH:13]=[C:14]([N+:16]([O-])=O)[CH:15]=1)[CH2:5][N:6]1[CH2:11][CH2:10][N:9]([CH3:12])[CH2:8][CH2:7]1. Product: [F:1][C:2]1[CH:15]=[C:14]([CH:13]=[C:4]([CH2:5][N:6]2[CH2:11][CH2:10][N:9]([CH3:12])[CH2:8][CH2:7]2)[CH:3]=1)[NH2:16]. The catalyst class is: 19. (3) Reactant: [CH3:1][NH:2][C:3]([C@@H:5]1[CH2:9][CH2:8][CH2:7][C@@H:6]1[NH:10][C:11]1[C:16]([Cl:17])=[CH:15][N:14]=[C:13](Cl)[N:12]=1)=[O:4].[CH3:19][O:20][CH2:21][CH2:22][N:23]1[CH2:29][CH2:28][C:27]2[CH:30]=[C:31]([NH2:34])[CH:32]=[CH:33][C:26]=2[CH2:25][CH2:24]1.C12(CS(O)(=O)=O)C(C)(C)C(CC1)CC2=O. Product: [CH3:1][NH:2][C:3]([C@@H:5]1[CH2:9][CH2:8][CH2:7][C@@H:6]1[NH:10][C:11]1[C:16]([Cl:17])=[CH:15][N:14]=[C:13]([NH:34][C:31]2[CH:32]=[CH:33][C:26]3[CH2:25][CH2:24][N:23]([CH2:22][CH2:21][O:20][CH3:19])[CH2:29][CH2:28][C:27]=3[CH:30]=2)[N:12]=1)=[O:4]. The catalyst class is: 32.